Dataset: Full USPTO retrosynthesis dataset with 1.9M reactions from patents (1976-2016). Task: Predict the reactants needed to synthesize the given product. Given the product [N+:15]([C:8]1[CH:9]=[C:10]2[C:5]([CH2:4][C@@H:3]([C:11]([OH:13])=[O:12])[NH:2][CH2:1]2)=[CH:6][CH:7]=1)([O-:17])=[O:16], predict the reactants needed to synthesize it. The reactants are: [C:1]1(=O)[C:10]2[C:5](=[CH:6][CH:7]=[CH:8][CH:9]=2)[CH2:4][C@@H:3]([C:11]([OH:13])=[O:12])[NH:2]1.[N+:15]([O-])([O-:17])=[O:16].[K+].